Dataset: Catalyst prediction with 721,799 reactions and 888 catalyst types from USPTO. Task: Predict which catalyst facilitates the given reaction. (1) Reactant: [NH2:1][C:2]1[CH:7]=[CH:6][C:5]([C@H:8]([CH3:12])[C:9]([OH:11])=[O:10])=[CH:4][CH:3]=1.[C:13](=[O:16])([O-])[O-:14].[Na+].[Na+]. Product: [C:5]([O:14][C:13]([NH:1][C:2]1[CH:3]=[CH:4][C:5]([C@H:8]([CH3:12])[C:9]([OH:11])=[O:10])=[CH:6][CH:7]=1)=[O:16])([CH3:8])([CH3:6])[CH3:4]. The catalyst class is: 38. (2) Reactant: [Al+3].[Cl-].[Cl-].[Cl-].[C:5](Cl)(=[O:12])[C:6]1[CH:11]=[CH:10][CH:9]=[CH:8][CH:7]=1.[C:14]1([C:20]([C:22]2[NH:23][C:24]([CH2:27][C:28]3[S:29][CH:30]=[CH:31][CH:32]=3)=[CH:25][CH:26]=2)=[O:21])[CH:19]=[CH:18][CH:17]=[CH:16][CH:15]=1. Product: [C:20]([C:22]1[NH:23][C:24]([CH2:27][C:28]2[S:29][C:30]([C:5]([C:6]3[CH:11]=[CH:10][CH:9]=[CH:8][CH:7]=3)=[O:12])=[CH:31][CH:32]=2)=[CH:25][CH:26]=1)(=[O:21])[C:14]1[CH:15]=[CH:16][CH:17]=[CH:18][CH:19]=1. The catalyst class is: 4. (3) Reactant: [OH:1][C:2]1[N:10]=[CH:9][CH:8]=[CH:7][C:3]=1[C:4]([OH:6])=[O:5].S(=O)(=O)(O)O.[C:16]1(C)C=CC=CC=1.C(=O)([O-])[O-].[K+].[K+]. Product: [CH3:16][O:5][C:4](=[O:6])[C:3]1[CH:7]=[CH:8][CH:9]=[N:10][C:2]=1[OH:1]. The catalyst class is: 5. (4) Reactant: [CH:1]1([C:7]2[CH:12]=[CH:11][C:10]([O:13][CH3:14])=[C:9]([N:15]=[C:16]=[O:17])[CH:8]=2)[CH2:6][CH2:5][CH2:4][CH2:3][CH2:2]1.[NH2:18][C:19]1[CH:39]=[CH:38][C:22]([O:23][C:24]2[C:29]([C:30]3[CH:35]=[CH:34][N:33]=[C:32]([NH:36][CH3:37])[N:31]=3)=[CH:28][CH:27]=[CH:26][N:25]=2)=[C:21]([CH3:40])[CH:20]=1. Product: [CH:1]1([C:7]2[CH:12]=[CH:11][C:10]([O:13][CH3:14])=[C:9]([NH:15][C:16]([NH:18][C:19]3[CH:39]=[CH:38][C:22]([O:23][C:24]4[C:29]([C:30]5[CH:35]=[CH:34][N:33]=[C:32]([NH:36][CH3:37])[N:31]=5)=[CH:28][CH:27]=[CH:26][N:25]=4)=[C:21]([CH3:40])[CH:20]=3)=[O:17])[CH:8]=2)[CH2:2][CH2:3][CH2:4][CH2:5][CH2:6]1. The catalyst class is: 11. (5) Reactant: Br[Zn][CH2:3][C:4]([O:6][CH2:7][CH3:8])=[O:5].[Cl:9][C:10]1[C:11](=[O:18])[CH:12]=[C:13]([Cl:17])[C:14](=[O:16])[CH:15]=1.Cl.C(OCC)(=O)C. Product: [Cl:9][C:10]1[C:11]([CH2:3][C:4]([O:6][CH2:7][CH3:8])=[O:5])([OH:18])[CH:12]=[C:13]([Cl:17])[C:14](=[O:16])[CH:15]=1. The catalyst class is: 1. (6) Reactant: [N:1]([C@@H:4]([CH2:16][O:17][C:18](C1C=CC=CC=1)(C1C=CC=CC=1)C1C=CC=CC=1)[C@@H:5]([C@@H:8]1[CH2:13][CH2:12][O:11]C(C)(C)[O:9]1)C=C)=[N+:2]=[N-:3]. Product: [N:1]([C@@H:4]1[C@@H:5]2[C@@H:18]([O:11][CH2:12][CH2:13][C@@H:8]2[OH:9])[O:17][CH2:16]1)=[N+:2]=[N-:3]. The catalyst class is: 5. (7) Reactant: Cl.[CH:2]1([N:5]2[CH2:10][C:9]3([CH2:15][CH2:14][NH:13][CH2:12][CH2:11]3)[O:8][CH2:7][C:6]2=[O:16])[CH2:4][CH2:3]1.[OH-].[Na+].[Br:19][C:20]1[CH:27]=[CH:26][C:23]([CH:24]=O)=[C:22]([F:28])[CH:21]=1.C([Si]([O:36][C:37]([O:39][CH3:40])=[CH2:38])(C)C)(C)(C)C.B(OC)(OC)OC. Product: [Br:19][C:20]1[CH:27]=[CH:26][C:23]([CH:24]([N:13]2[CH2:12][CH2:11][C:9]3([O:8][CH2:7][C:6](=[O:16])[N:5]([CH:2]4[CH2:4][CH2:3]4)[CH2:10]3)[CH2:15][CH2:14]2)[CH2:38][C:37]([O:39][CH3:40])=[O:36])=[C:22]([F:28])[CH:21]=1. The catalyst class is: 4.